Predict the reaction yield, written as a fraction of the theoretical maximum amount of product (1.0 means a 100% yield; for example, 0.34 means a 34% yield). From a dataset of Reaction yield outcomes from USPTO patents with 853,638 reactions. (1) The reactants are [CH3:1][O:2][C:3]1[CH:4]=[C:5]2[C:10](=[CH:11][CH:12]=1)[C:9]([OH:13])=[N:8][CH:7]=[CH:6]2.I[C:15]1[CH:20]=[CH:19][C:18]([O:21][CH3:22])=[CH:17][CH:16]=1.N1CCC[C@H]1C(O)=O.C(=O)([O-])[O-].[K+].[K+]. The catalyst is [Cu]I.O.CS(C)=O. The product is [CH3:1][O:2][C:3]1[CH:4]=[C:5]2[C:10](=[CH:11][CH:12]=1)[C:9](=[O:13])[N:8]([C:15]1[CH:20]=[CH:19][C:18]([O:21][CH3:22])=[CH:17][CH:16]=1)[CH:7]=[CH:6]2. The yield is 0.903. (2) The reactants are [CH3:1][C:2]1[O:6][N:5]=[C:4]([C:7]2[CH:12]=[CH:11][CH:10]=[CH:9][CH:8]=2)[C:3]=1[CH2:13][O:14][C:15]1[CH:23]=[CH:22][C:18]([C:19]([OH:21])=O)=[CH:17][N:16]=1.[O:24]=[S:25]1(=[O:31])[CH2:29][CH2:28][CH:27]([NH2:30])[CH2:26]1. No catalyst specified. The product is [O:24]=[S:25]1(=[O:31])[CH2:29][CH2:28][CH:27]([NH:30][C:19](=[O:21])[C:18]2[CH:22]=[CH:23][C:15]([O:14][CH2:13][C:3]3[C:4]([C:7]4[CH:8]=[CH:9][CH:10]=[CH:11][CH:12]=4)=[N:5][O:6][C:2]=3[CH3:1])=[N:16][CH:17]=2)[CH2:26]1. The yield is 0.540. (3) The reactants are [CH3:1][O:2][C:3]1[CH:4]=[C:5]([CH:10]=[CH:11][C:12]=1[CH3:13])[C:6]([O:8][CH3:9])=[O:7].[Br:14]N1C(=O)CCC1=O. The catalyst is N(C(C)(C)C#N)=NC(C)(C)C#N.C(OCC)(=O)C. The product is [Br:14][CH2:13][C:12]1[CH:11]=[CH:10][C:5]([C:6]([O:8][CH3:9])=[O:7])=[CH:4][C:3]=1[O:2][CH3:1]. The yield is 0.920.